This data is from Peptide-MHC class I binding affinity with 185,985 pairs from IEDB/IMGT. The task is: Regression. Given a peptide amino acid sequence and an MHC pseudo amino acid sequence, predict their binding affinity value. This is MHC class I binding data. (1) The peptide sequence is RLMELPVKT. The MHC is HLA-A02:03 with pseudo-sequence HLA-A02:03. The binding affinity (normalized) is 0.402. (2) The peptide sequence is YTGDFDKVI. The MHC is Patr-B0101 with pseudo-sequence Patr-B0101. The binding affinity (normalized) is 0.796. (3) The peptide sequence is EMVEYLENQL. The MHC is HLA-A68:02 with pseudo-sequence HLA-A68:02. The binding affinity (normalized) is 0.315.